Dataset: Reaction yield outcomes from USPTO patents with 853,638 reactions. Task: Predict the reaction yield, written as a fraction of the theoretical maximum amount of product (1.0 means a 100% yield; for example, 0.34 means a 34% yield). (1) The reactants are [NH2:1][C:2]1[CH:3]=[CH:4][CH:5]=[C:6]2[C:11]=1[CH:10]=[C:9]([OH:12])[CH:8]=[CH:7]2.[C:13]([O:17][C:18](O[C:18]([O:17][C:13]([CH3:16])([CH3:15])[CH3:14])=[O:19])=[O:19])([CH3:16])([CH3:15])[CH3:14]. The catalyst is O1CCCC1. The product is [C:13]([O:17][C:18](=[O:19])[NH:1][C:2]1[C:11]2[C:6](=[CH:7][CH:8]=[C:9]([OH:12])[CH:10]=2)[CH:5]=[CH:4][CH:3]=1)([CH3:16])([CH3:15])[CH3:14]. The yield is 0.790. (2) The reactants are [Al+3].[Cl-].[Cl-].[Cl-].[CH3:5][O:6][C:7]1[CH:50]=[CH:49][C:10]([CH2:11][N:12]([C:31]2[CH:40]=[CH:39][C:38]3[C:33](=[CH:34][CH:35]=[C:36]([O:41]CC4C=CC=CC=4)[CH:37]=3)[CH:32]=2)[C:13](=[O:30])[C:14]2[CH:19]=[CH:18][C:17]([O:20][CH3:21])=[C:16]([C:22]3[CH:27]=[CH:26][CH:25]=[C:24]([O:28][CH3:29])[CH:23]=3)[CH:15]=2)=[CH:9][CH:8]=1. The catalyst is C1(OC)C=CC=CC=1.CO. The product is [CH3:5][O:6][C:7]1[CH:8]=[CH:9][C:10]([CH2:11][N:12]([C:31]2[CH:40]=[CH:39][C:38]3[C:33](=[CH:34][CH:35]=[C:36]([OH:41])[CH:37]=3)[CH:32]=2)[C:13](=[O:30])[C:14]2[CH:19]=[CH:18][C:17]([O:20][CH3:21])=[C:16]([C:22]3[CH:27]=[CH:26][CH:25]=[C:24]([O:28][CH3:29])[CH:23]=3)[CH:15]=2)=[CH:49][CH:50]=1. The yield is 0.770. (3) The reactants are [CH:1]([C:4]1[CH:5]=[C:6]([C:12]([OH:14])=O)[O:7][C:8]=1[CH:9]([CH3:11])[CH3:10])([CH3:3])[CH3:2].[Cl:15][C:16]1[CH:25]=[C:24]([NH2:26])[CH:23]=[CH:22][C:17]=1[C:18]([O:20][CH3:21])=[O:19]. No catalyst specified. The product is [Cl:15][C:16]1[CH:25]=[C:24]([NH:26][C:12]([C:6]2[O:7][C:8]([CH:9]([CH3:10])[CH3:11])=[C:4]([CH:1]([CH3:2])[CH3:3])[CH:5]=2)=[O:14])[CH:23]=[CH:22][C:17]=1[C:18]([O:20][CH3:21])=[O:19]. The yield is 0.720. (4) The reactants are [C:1]([O:7][CH2:8][CH3:9])(=[O:6])[CH2:2][C:3]([CH3:5])=[O:4].[I-].[K+].C([O-])([O-])=O.[K+].[K+].Cl[CH2:19][C:20]([CH3:22])=[CH2:21]. The catalyst is [Br-].C([N+](CCCC)(CCCC)CCCC)CCC.CN(C)C=O. The product is [C:3]([CH:2]([CH2:21][C:20]([CH3:22])=[CH2:19])[C:1]([O:7][CH2:8][CH3:9])=[O:6])(=[O:4])[CH3:5]. The yield is 1.00. (5) The reactants are [OH:1][C:2]1[CH:10]=[CH:9][CH:8]=[C:7]2[C:3]=1[CH:4]=[CH:5][NH:6]2.[H-].[Na+].C([O:15][C:16](=O)[C:17]([C:29]#[N:30])=[CH:18][C:19]1[CH:24]=[C:23]([O:25][CH3:26])[CH:22]=[C:21]([O:27][CH3:28])[CH:20]=1)C. The catalyst is C1COCC1. The yield is 0.0110. The product is [CH3:28][O:27][C:21]1[CH:20]=[C:19]([C:18]2[CH:17]([C:29]#[N:30])[C:16](=[O:15])[O:1][C:2]3[C:10]=2[CH:9]=[CH:8][C:7]2=[N:6][CH:5]=[CH:4][C:3]=32)[CH:24]=[C:23]([O:25][CH3:26])[CH:22]=1. (6) The reactants are I[C:2]1[CH:7]=[CH:6][C:5]([NH:8][C:9](=[O:11])[CH3:10])=[CH:4][CH:3]=1.C([O-])(O)=O.[Na+].[CH2:17]([OH:20])[CH:18]=[CH2:19]. The catalyst is [Cl-].C([N+](CCCC)(CCCC)CCCC)CCC.Cl[Pd]Cl.CN(C=O)C. The product is [C:9]([NH:8][C:5]1[CH:6]=[CH:7][C:2]([CH2:19][CH2:18][CH:17]=[O:20])=[CH:3][CH:4]=1)(=[O:11])[CH3:10]. The yield is 0.231.